From a dataset of Forward reaction prediction with 1.9M reactions from USPTO patents (1976-2016). Predict the product of the given reaction. (1) The product is: [CH2:1]([C:8]1([O:13][C:15]([NH:14][C@@H:17]([CH2:22][CH2:23][CH2:24][CH3:25])[C:18]([O:20][CH3:21])=[O:19])=[O:16])[CH2:12][CH2:11][CH2:10][CH2:9]1)[C:2]1[CH:7]=[CH:6][CH:5]=[CH:4][CH:3]=1. Given the reactants [CH2:1]([C:8]1([OH:13])[CH2:12][CH2:11][CH2:10][CH2:9]1)[C:2]1[CH:7]=[CH:6][CH:5]=[CH:4][CH:3]=1.[N:14]([C@@H:17]([CH2:22][CH2:23][CH2:24][CH3:25])[C:18]([O:20][CH3:21])=[O:19])=[C:15]=[O:16], predict the reaction product. (2) Given the reactants Cl.[NH:2]([C:4]([C@H:6]1[CH2:11][CH2:10][C@H:9]([C:12]([O:14][CH3:15])=[O:13])[CH2:8][CH2:7]1)=[O:5])[NH2:3].[F:16][C:17]1([F:23])[CH2:19][CH:18]1[C:20](O)=[O:21].CCN=C=NCCCN(C)C.Cl.C1C=CC2N(O)N=NC=2C=1.O.C(N(CC)CC)C, predict the reaction product. The product is: [F:16][C:17]1([F:23])[CH2:19][CH:18]1[C:20]([NH:3][NH:2][C:4]([C@H:6]1[CH2:7][CH2:8][C@H:9]([C:12]([O:14][CH3:15])=[O:13])[CH2:10][CH2:11]1)=[O:5])=[O:21]. (3) Given the reactants [C:1]([CH2:3][CH:4]1[O:9][C:8]2[CH:10]=[CH:11][CH:12]=[CH:13][C:7]=2[O:6][CH2:5]1)#[N:2].Cl, predict the reaction product. The product is: [O:9]1[C:8]2[CH:10]=[CH:11][CH:12]=[CH:13][C:7]=2[O:6][CH2:5][CH:4]1[CH2:3][CH2:1][NH2:2]. (4) The product is: [CH:1]([O:4][C:5]([N:7]1[CH2:13][CH2:12][CH2:11][CH:10]([NH:25][CH2:24][C:23]2[CH:26]=[C:27]([C:29]([F:30])([F:31])[F:32])[CH:28]=[C:21]([C:20]([F:19])([F:33])[F:34])[CH:22]=2)[C:9]2[CH:15]=[CH:16][CH:17]=[CH:18][C:8]1=2)=[O:6])([CH3:3])[CH3:2]. Given the reactants [CH:1]([O:4][C:5]([N:7]1[CH2:13][CH2:12][CH2:11][C:10](=O)[C:9]2[CH:15]=[CH:16][CH:17]=[CH:18][C:8]1=2)=[O:6])([CH3:3])[CH3:2].[F:19][C:20]([F:34])([F:33])[C:21]1[CH:22]=[C:23]([CH:26]=[C:27]([C:29]([F:32])([F:31])[F:30])[CH:28]=1)[CH2:24][NH2:25].[BH4-].[Na+].[OH-].[Na+], predict the reaction product. (5) Given the reactants [I:1]N1C(=O)CCC1=O.[S:9]1[CH:13]=[C:12]([NH:14][C:15](=[O:21])[O:16][C:17]([CH3:20])([CH3:19])[CH3:18])[N:11]=[CH:10]1, predict the reaction product. The product is: [I:1][C:13]1[S:9][CH:10]=[N:11][C:12]=1[NH:14][C:15](=[O:21])[O:16][C:17]([CH3:18])([CH3:20])[CH3:19]. (6) Given the reactants Cl[C:2]1[CH:7]=[C:6]([Cl:8])[N:5]=[CH:4][N:3]=1.[CH:9]1([CH2:12][NH2:13])[CH2:11][CH2:10]1.C(N(C(C)C)CC)(C)C, predict the reaction product. The product is: [Cl:8][C:6]1[N:5]=[CH:4][N:3]=[C:2]([NH:13][CH2:12][CH:9]2[CH2:11][CH2:10]2)[CH:7]=1. (7) Given the reactants [F:1][C:2]1[CH:10]=[C:9]2[C:5]([C:6]([CH:11]3[CH2:16][CH2:15][N:14]([CH3:17])[CH2:13][CH2:12]3)=[CH:7][NH:8]2)=[CH:4][C:3]=1[O:18]C.Cl.N1C=CC=CC=1, predict the reaction product. The product is: [F:1][C:2]1[CH:10]=[C:9]2[C:5]([C:6]([CH:11]3[CH2:12][CH2:13][N:14]([CH3:17])[CH2:15][CH2:16]3)=[CH:7][NH:8]2)=[CH:4][C:3]=1[OH:18].